Dataset: Forward reaction prediction with 1.9M reactions from USPTO patents (1976-2016). Task: Predict the product of the given reaction. Given the reactants [O:1]=[S:2]1(=[O:19])[CH2:6][CH2:5][CH2:4][N:3]1[C:7]([C:10]1[CH:18]=[CH:17][C:13]([C:14]([OH:16])=O)=[CH:12][CH:11]=1)([CH3:9])[CH3:8].[C:20]([C:22]1[C:23]([N:29]2[CH2:34][CH2:33][NH:32][CH2:31][CH2:30]2)=[N:24][CH:25]=[C:26]([CH3:28])[CH:27]=1)#[N:21], predict the reaction product. The product is: [O:19]=[S:2]1(=[O:1])[CH2:6][CH2:5][CH2:4][N:3]1[C:7]([C:10]1[CH:11]=[CH:12][C:13]([C:14]([N:32]2[CH2:33][CH2:34][N:29]([C:23]3[N:24]=[CH:25][C:26]([CH3:28])=[CH:27][C:22]=3[C:20]#[N:21])[CH2:30][CH2:31]2)=[O:16])=[CH:17][CH:18]=1)([CH3:8])[CH3:9].